Task: Predict the product of the given reaction.. Dataset: Forward reaction prediction with 1.9M reactions from USPTO patents (1976-2016) (1) Given the reactants [C:1]([O:5][C:6]([C@@:8]1([NH:18][S:19]([N:22]2[CH2:26]COC2=O)(=[O:21])=[O:20])[C@@H:10]([C:11]2[CH:16]=[CH:15][CH:14]=[CH:13][CH:12]=2)[C@H:9]1[CH3:17])=[O:7])([CH3:4])([CH3:3])[CH3:2].C([CH:32]1[CH2:37]NC[CH2:34][N:33]1[C:38]([OH:40])=[O:39])(C)(C)C, predict the reaction product. The product is: [C:1]([O:40][C:38]([N:33]1[CH2:32][CH2:37][N:22]([S:19](=[O:20])(=[O:21])[NH:18][C@:8]2([C:6]([O:5][C:1]([CH3:3])([CH3:2])[CH3:4])=[O:7])[C@@H:10]([C:11]3[CH:16]=[CH:15][CH:14]=[CH:13][CH:12]=3)[C@H:9]2[CH3:17])[CH2:26][CH2:34]1)=[O:39])([CH3:4])([CH3:3])[CH3:2]. (2) Given the reactants CO[C:3]1[CH:4]=[C:5]2[C:9](=[CH:10][CH:11]=1)C(=O)[CH:7]([CH2:13][C:14]1[CH:19]=[CH:18][CH:17]=[CH:16][CH:15]=1)[CH2:6]2.[CH:20]([C:22]([CH2:24][CH3:25])=[O:23])=[CH2:21].[CH3:26][O-:27].[Na+].C(Cl)Cl, predict the reaction product. The product is: [CH3:26][O:27][C:10]1[CH:9]=[C:5]2[C:4]([C:21]3[C:7]([CH2:13][C:14]4[CH:19]=[CH:18][CH:17]=[CH:16][CH:15]=4)([CH2:6]2)[CH2:25][CH2:24][C:22](=[O:23])[CH:20]=3)=[CH:3][CH:11]=1.